This data is from Peptide-MHC class II binding affinity with 134,281 pairs from IEDB. The task is: Regression. Given a peptide amino acid sequence and an MHC pseudo amino acid sequence, predict their binding affinity value. This is MHC class II binding data. (1) The peptide sequence is EKKYFAQTQFEPLAA. The MHC is HLA-DQA10501-DQB10201 with pseudo-sequence HLA-DQA10501-DQB10201. The binding affinity (normalized) is 0.521. (2) The peptide sequence is GGGFGMLLRKYGIAA. The MHC is DRB1_1001 with pseudo-sequence DRB1_1001. The binding affinity (normalized) is 0.452. (3) The MHC is HLA-DQA10301-DQB10302 with pseudo-sequence HLA-DQA10301-DQB10302. The binding affinity (normalized) is 0.169. The peptide sequence is KFWGKYLYEIARRHP. (4) The peptide sequence is AKSSPAYPSVLGQTI. The MHC is HLA-DPA10301-DPB10402 with pseudo-sequence HLA-DPA10301-DPB10402. The binding affinity (normalized) is 0.168. (5) The peptide sequence is TSGSPIVNRNGEVIG. The MHC is HLA-DQA10501-DQB10302 with pseudo-sequence HLA-DQA10501-DQB10302. The binding affinity (normalized) is 0.179. (6) The peptide sequence is KNTIVIPKGDFLTGP. The MHC is DRB4_0101 with pseudo-sequence DRB4_0103. The binding affinity (normalized) is 0.106. (7) The peptide sequence is EKKYFAATQFEKLAA. The MHC is HLA-DPA10201-DPB10101 with pseudo-sequence HLA-DPA10201-DPB10101. The binding affinity (normalized) is 0.926.